This data is from Catalyst prediction with 721,799 reactions and 888 catalyst types from USPTO. The task is: Predict which catalyst facilitates the given reaction. (1) Reactant: C[O:2][C:3]([C:5]1[CH:6]=[C:7]2[C:11](=[CH:12][CH:13]=1)[NH:10][CH:9]=[C:8]2[CH2:14][CH2:15][NH:16][CH2:17][C:18]1[CH:23]=[CH:22][CH:21]=[C:20]([O:24][CH2:25][C:26]([F:29])([F:28])[F:27])[CH:19]=1)=[O:4].Cl. Product: [C:3]([C:5]1[CH:6]=[C:7]2[C:11](=[CH:12][CH:13]=1)[NH:10][CH:9]=[C:8]2[CH2:14][CH2:15][NH:16][CH2:17][C:18]1[CH:23]=[CH:22][CH:21]=[C:20]([O:24][CH2:25][C:26]([F:27])([F:29])[F:28])[CH:19]=1)([OH:4])=[O:2]. The catalyst class is: 464. (2) Reactant: [Cl:1][C:2]1[CH:7]=[C:6]([Cl:8])[CH:5]=[CH:4][C:3]=1[S:9]([NH:12][CH2:13][CH:14]([NH:41][C:42](=[O:51])[O:43][CH2:44][C:45]1[CH:50]=[CH:49][CH:48]=[CH:47][CH:46]=1)[C:15](=[O:40])[NH:16][CH:17]([C:26](=[O:39])[N:27]([CH2:31][CH:32](OCC)OCC)[CH:28]([CH3:30])[CH3:29])[CH2:18][C:19]1[CH:24]=[CH:23][C:22]([Cl:25])=[CH:21][CH:20]=1)(=[O:11])=[O:10]. Product: [CH2:44]([O:43][C:42](=[O:51])[NH:41][CH:14]1[C:15](=[O:40])[N:16]2[CH:17]([CH2:18][C:19]3[CH:24]=[CH:23][C:22]([Cl:25])=[CH:21][CH:20]=3)[C:26](=[O:39])[N:27]([CH:28]([CH3:29])[CH3:30])[CH2:31][CH:32]2[N:12]([S:9]([C:3]2[CH:4]=[CH:5][C:6]([Cl:8])=[CH:7][C:2]=2[Cl:1])(=[O:10])=[O:11])[CH2:13]1)[C:45]1[CH:46]=[CH:47][CH:48]=[CH:49][CH:50]=1. The catalyst class is: 106.